Dataset: Forward reaction prediction with 1.9M reactions from USPTO patents (1976-2016). Task: Predict the product of the given reaction. (1) Given the reactants [Cl:1][C:2]1[N+:7]([O-])=[CH:6][C:5]([CH2:9][N:10]2[CH2:15][CH2:14][CH2:13][CH2:12][CH2:11]2)=[CH:4][CH:3]=1.[O:16]=[C:17]1[CH2:25][C:24]2[C:19](=[CH:20][C:21]([C:26]#[N:27])=[CH:22][CH:23]=2)[NH:18]1.C[Si]([N-][Si](C)(C)C)(C)C.[Na+], predict the reaction product. The product is: [ClH:1].[OH:16][C:17]1[NH:18][C:19]2[C:24]([C:25]=1[C:2]1[CH:3]=[CH:4][C:5]([CH2:9][N:10]3[CH2:15][CH2:14][CH2:13][CH2:12][CH2:11]3)=[CH:6][N:7]=1)=[CH:23][CH:22]=[C:21]([C:26]#[N:27])[CH:20]=2. (2) Given the reactants Cl.Cl.N[CH2:4][CH2:5][CH2:6][CH2:7][C:8]1[CH:23]=[CH:22][C:11]([O:12][CH2:13][C:14]([NH:16][C:17]2[NH:18][CH:19]=[CH:20][N:21]=2)=[O:15])=[CH:10][CH:9]=1.C([N:27](C(C)C)CC)(C)C.I.[NH2:34][C:35]1[C:36]([C:43]([NH:45][C:46](=[NH:49])SC)=[O:44])=[N:37][C:38]([Cl:42])=[C:39]([NH2:41])[N:40]=1, predict the reaction product. The product is: [NH2:34][C:35]1[C:36]([C:43]([N:45]([CH2:4][CH2:5][CH2:6][CH2:7][C:8]2[CH:23]=[CH:22][C:11]([O:12][CH2:13][C:14]([NH:16][C:17]3[NH:21][CH:20]=[CH:19][N:18]=3)=[O:15])=[CH:10][CH:9]=2)[C:46]([NH2:49])=[NH:27])=[O:44])=[N:37][C:38]([Cl:42])=[C:39]([NH2:41])[N:40]=1. (3) Given the reactants [CH2:1]([O:5][C:6]1[CH:11]=[CH:10][C:9]([S:12]([NH:15][C@H:16]([C:20]([OH:22])=O)[CH:17]([CH3:19])[CH3:18])(=[O:14])=[O:13])=[CH:8][CH:7]=1)[CH:2]=[C:3]=[CH2:4].[OH:23][N:24]1C2C=CC=CC=2N=N1.Cl.CN(C)CCCN=C=NCC.CN1CCOCC1.NO, predict the reaction product. The product is: [CH2:1]([O:5][C:6]1[CH:11]=[CH:10][C:9]([S:12]([NH:15][CH:16]([CH:17]([CH3:19])[CH3:18])[C:20]([NH:24][OH:23])=[O:22])(=[O:14])=[O:13])=[CH:8][CH:7]=1)[CH:2]=[C:3]=[CH2:4]. (4) Given the reactants [OH-].[K+].Br[CH:4]([CH3:8])[C:5]([NH2:7])=O.COC1C=CC(P2(=S)SP(=S)(C3C=CC(OC)=CC=3)[S:18]2)=CC=1.Br[CH2:32][C:33](=O)[C:34]([OH:36])=[O:35].C1C[O:41][CH2:40][CH2:39]1, predict the reaction product. The product is: [CH2:40]([O:41][CH:4]([C:5]1[S:18][CH:32]=[C:33]([C:34]([OH:36])=[O:35])[N:7]=1)[CH3:8])[CH3:39]. (5) Given the reactants [NH2:1][C:2]1[O:3][CH2:4][C@H:5]([CH2:7][CH2:8][C:9]2[CH:14]=[CH:13][C:12]([NH:15][C:16]3[CH:21]=[C:20]([Cl:22])[N:19]=[CH:18][N:17]=3)=[CH:11][CH:10]=2)[N:6]=1, predict the reaction product. The product is: [ClH:22].[N:19]1[CH:20]=[CH:21][C:16]([NH:15][C:12]2[CH:11]=[CH:10][C:9]([CH2:8][CH2:7][C@H:5]3[CH2:4][O:3][C:2]([NH2:1])=[N:6]3)=[CH:14][CH:13]=2)=[N:17][CH:18]=1. (6) Given the reactants [CH:1]([C:3]1[CH:4]=[C:5]([C:9]2[CH:14]=[CH:13][CH:12]=[C:11]([CH2:15][NH:16][S:17]([C:20]3[CH:25]=[CH:24][C:23]([O:26][CH3:27])=[CH:22][CH:21]=3)(=[O:19])=[O:18])[CH:10]=2)[CH:6]=[CH:7][CH:8]=1)=O.[O-]S([O-])(=O)=O.[Na+].[Na+].[N:35]1(C(OC(C)(C)C)=O)[CH2:40][CH2:39][NH:38][CH2:37][CH2:36]1.[BH-](OC(C)=O)(OC(C)=O)OC(C)=O.[Na+], predict the reaction product. The product is: [CH3:27][O:26][C:23]1[CH:22]=[CH:21][C:20]([S:17]([NH:16][CH2:15][C:11]2[CH:10]=[C:9]([C:5]3[CH:6]=[CH:7][CH:8]=[C:3]([CH2:1][N:35]4[CH2:40][CH2:39][NH:38][CH2:37][CH2:36]4)[CH:4]=3)[CH:14]=[CH:13][CH:12]=2)(=[O:18])=[O:19])=[CH:25][CH:24]=1. (7) Given the reactants [CH3:1][O:2][C:3]([C@@H:5]([N:13]1[CH2:21][C:17]2[CH:18]=[CH:19][S:20][C:16]=2[CH2:15][CH2:14]1)[C:6]1[CH:7]=[CH:8][CH:9]=[CH:10][C:11]=1[Cl:12])=[O:4].CO.C[Si](C)(C)[Cl:26], predict the reaction product. The product is: [CH3:1][O:2][C:3]([C@@H:5]([N:13]1[CH2:21][C:17]2[CH:18]=[CH:19][S:20][C:16]=2[CH2:15][CH2:14]1)[C:6]1[C:11]([Cl:12])=[CH:10][CH:9]=[CH:8][CH:7]=1)=[O:4].[ClH:26].